Dataset: Reaction yield outcomes from USPTO patents with 853,638 reactions. Task: Predict the reaction yield, written as a fraction of the theoretical maximum amount of product (1.0 means a 100% yield; for example, 0.34 means a 34% yield). (1) The reactants are [F:1][C:2]1[CH:3]=[CH:4][C:5]([N+:9]([O-:11])=[O:10])=[C:6]([CH:8]=1)[NH2:7].O[CH2:13][CH:14]([CH2:16]O)O.[Na+].[N+](C1C=C(S([O-])(=O)=O)C=CC=1)([O-])=O.OS(O)(=O)=O.O. No catalyst specified. The product is [F:1][C:2]1[CH:3]=[CH:4][C:5]([N+:9]([O-:11])=[O:10])=[C:6]2[C:8]=1[CH:13]=[CH:14][CH:16]=[N:7]2. The yield is 0.600. (2) The reactants are [NH:1]1[CH2:9][CH2:8][CH:4]([C:5]([OH:7])=[O:6])[CH2:3][CH2:2]1.[C:10](OC(=O)C)(=[O:12])[CH3:11]. The catalyst is O. The product is [C:10]([N:1]1[CH2:9][CH2:8][CH:4]([C:5]([OH:7])=[O:6])[CH2:3][CH2:2]1)(=[O:12])[CH3:11]. The yield is 0.754.